Dataset: M1 muscarinic receptor antagonist screen with 61,756 compounds. Task: Binary Classification. Given a drug SMILES string, predict its activity (active/inactive) in a high-throughput screening assay against a specified biological target. (1) The drug is S(Cc1cc(ccc1)C)c1[nH]ncc(=O)n1. The result is 0 (inactive). (2) The drug is Clc1ccc(NC(=O)N2C(CCC2)C(=O)Nc2cc(NC(=O)C)ccc2)cc1. The result is 0 (inactive). (3) The molecule is s1c(c(nc1NC(=O)CCSC)C)C(OCC)=O. The result is 0 (inactive). (4) The result is 0 (inactive). The drug is S1(=O)(=O)CC(N(S(=O)C23CC4CC(C3)CC(C2)C4)C)CC1.